Dataset: Peptide-MHC class I binding affinity with 185,985 pairs from IEDB/IMGT. Task: Regression. Given a peptide amino acid sequence and an MHC pseudo amino acid sequence, predict their binding affinity value. This is MHC class I binding data. (1) The binding affinity (normalized) is 0.290. The MHC is HLA-A29:02 with pseudo-sequence HLA-A29:02. The peptide sequence is DQHGRMNYYW. (2) The peptide sequence is RQNAPFEPI. The MHC is HLA-B15:42 with pseudo-sequence HLA-B15:42. The binding affinity (normalized) is 0.213. (3) The peptide sequence is LQRALFMHF. The MHC is Mamu-B08 with pseudo-sequence Mamu-B08. The binding affinity (normalized) is 0.301. (4) The peptide sequence is LYHDSQNML. The MHC is HLA-A26:01 with pseudo-sequence HLA-A26:01. The binding affinity (normalized) is 0. (5) The peptide sequence is YADGGQWYN. The binding affinity (normalized) is 0.0847. The MHC is HLA-A02:16 with pseudo-sequence HLA-A02:16. (6) The MHC is HLA-A02:01 with pseudo-sequence HLA-A02:01. The binding affinity (normalized) is 0.0191. The peptide sequence is WTVNDIQKL. (7) The peptide sequence is AIMQVFFGY. The MHC is HLA-A68:01 with pseudo-sequence HLA-A68:01. The binding affinity (normalized) is 0.515.